Regression. Given a peptide amino acid sequence and an MHC pseudo amino acid sequence, predict their binding affinity value. This is MHC class II binding data. From a dataset of Peptide-MHC class II binding affinity with 134,281 pairs from IEDB. (1) The peptide sequence is VLAPTRVVLSEMKEA. The binding affinity (normalized) is 0.763. The MHC is DRB5_0101 with pseudo-sequence DRB5_0101. (2) The peptide sequence is VSKAPQLVPKLDEVY. The MHC is HLA-DPA10201-DPB10101 with pseudo-sequence HLA-DPA10201-DPB10101. The binding affinity (normalized) is 0.394.